Dataset: Catalyst prediction with 721,799 reactions and 888 catalyst types from USPTO. Task: Predict which catalyst facilitates the given reaction. (1) Reactant: [C:1]12([NH2:11])[CH2:10][CH:5]3[CH2:6][CH:7]([CH2:9][CH:3]([CH2:4]3)[CH2:2]1)[CH2:8]2.[N:12]1([C:17]2[CH:24]=[CH:23][C:20]([CH:21]=O)=[CH:19][CH:18]=2)[CH:16]=[CH:15][N:14]=[CH:13]1.C12(NCC3C=CC(Br)=CC=3)CC3CC(CC(C3)C1)C2. Product: [N:12]1([C:17]2[CH:24]=[CH:23][C:20]([CH2:21][NH:11][C:1]34[CH2:8][CH:7]5[CH2:6][CH:5]([CH2:4][CH:3]([CH2:9]5)[CH2:2]3)[CH2:10]4)=[CH:19][CH:18]=2)[CH:16]=[CH:15][N:14]=[CH:13]1. The catalyst class is: 23. (2) Reactant: [C:1]([C:3]1[CH:8]=[CH:7][C:6]([S:9]([N:12]2[CH2:17][CH2:16][N:15](C(OC(C)(C)C)=O)[C@H:14]([CH3:25])[CH2:13]2)(=[O:11])=[O:10])=[C:5]([CH3:26])[CH:4]=1)#[N:2].C(O)(C(F)(F)F)=O. Product: [CH3:26][C:5]1[CH:4]=[C:3]([CH:8]=[CH:7][C:6]=1[S:9]([N:12]1[CH2:17][CH2:16][NH:15][C@H:14]([CH3:25])[CH2:13]1)(=[O:11])=[O:10])[C:1]#[N:2]. The catalyst class is: 61. (3) Product: [CH:1]1[CH:2]=[C:3]([N:9]2[CH2:14][CH2:13][N:12]([CH2:15][CH2:16][CH2:17][CH2:18][O:19][C:20]3[CH:21]=[CH:22][C:23]4[CH2:30][CH2:29][C:27](=[O:28])[NH:26][C:24]=4[CH:25]=3)[CH2:11][CH2:10]2)[C:4]([Cl:8])=[C:5]([Cl:7])[CH:6]=1.[C:31]([OH:40])(=[O:39])[CH2:32][CH2:33][CH2:34][CH2:35][C:36]([OH:38])=[O:37]. The catalyst class is: 4. Reactant: [CH:1]1[CH:2]=[C:3]([N:9]2[CH2:14][CH2:13][N:12]([CH2:15][CH2:16][CH2:17][CH2:18][O:19][C:20]3[CH:21]=[CH:22][C:23]4[CH2:30][CH2:29][C:27](=[O:28])[NH:26][C:24]=4[CH:25]=3)[CH2:11][CH2:10]2)[C:4]([Cl:8])=[C:5]([Cl:7])[CH:6]=1.[C:31]([OH:40])(=[O:39])[CH2:32][CH2:33][CH2:34][CH2:35][C:36]([OH:38])=[O:37].C(O)C.